From a dataset of Reaction yield outcomes from USPTO patents with 853,638 reactions. Predict the reaction yield, written as a fraction of the theoretical maximum amount of product (1.0 means a 100% yield; for example, 0.34 means a 34% yield). (1) The yield is 0.432. The reactants are Cl[C:2]1[N:7]=[N:6][C:5]([N:8]2[CH2:12][C@@H:11]3[CH2:13][N:14]([C:16]([O:18][C:19]([CH3:22])([CH3:21])[CH3:20])=[O:17])[CH2:15][C@@H:10]3[CH2:9]2)=[CH:4][CH:3]=1.[Cl:23][C:24]1[CH:25]=[CH:26][C:27](B2OC(C)(C)C(C)(C)O2)=[C:28]([OH:30])[CH:29]=1.C(=O)([O-])[O-].[Na+].[Na+].C(Cl)Cl. The catalyst is O1CCOCC1.O.C1C=CC(P(C2C=CC=CC=2)[C-]2C=CC=C2)=CC=1.C1C=CC(P(C2C=CC=CC=2)[C-]2C=CC=C2)=CC=1.Cl[Pd]Cl.[Fe+2]. The product is [Cl:23][C:24]1[CH:25]=[CH:26][C:27]([C:2]2[N:7]=[N:6][C:5]([N:8]3[CH2:12][C@@H:11]4[CH2:13][N:14]([C:16]([O:18][C:19]([CH3:21])([CH3:20])[CH3:22])=[O:17])[CH2:15][C@@H:10]4[CH2:9]3)=[CH:4][CH:3]=2)=[C:28]([OH:30])[CH:29]=1. (2) The reactants are [C:1]1(=[O:14])[C:6]2[CH:7]=[C:8]3[N:13]([C:5]=2[CH:4]=[N:3][NH:2]1)[CH2:12][CH2:11][CH2:10][CH2:9]3.[Br:15][C:16]1[CH:23]=[C:22]([F:24])[CH:21]=[C:20](Br)[C:17]=1[CH:18]=[O:19].C(=O)([O-])[O-].[Cs+].[Cs+].COC1C2C(=C3C(=CC=2)C(OC)=CC=N3)N=CC=1. The yield is 0.310. The product is [Br:15][C:16]1[CH:23]=[C:22]([F:24])[CH:21]=[C:20]([N:2]2[C:1](=[O:14])[C:6]3[CH:7]=[C:8]4[N:13]([C:5]=3[CH:4]=[N:3]2)[CH2:12][CH2:11][CH2:10][CH2:9]4)[C:17]=1[CH:18]=[O:19]. The catalyst is [Cu]I.O1CCOCC1. (3) The reactants are [CH3:1][O:2][CH2:3][CH2:4][O:5][CH2:6][CH2:7][O:8][CH2:9][CH2:10][O:11][CH2:12][CH2:13][CH2:14][CH2:15][CH2:16][CH2:17][CH2:18][CH2:19][CH2:20][CH2:21][CH2:22][S:23]C(=O)C.Cl. No catalyst specified. The product is [CH3:1][O:2][CH2:3][CH2:4][O:5][CH2:6][CH2:7][O:8][CH2:9][CH2:10][O:11][CH2:12][CH2:13][CH2:14][CH2:15][CH2:16][CH2:17][CH2:18][CH2:19][CH2:20][CH2:21][CH2:22][SH:23]. The yield is 0.980. (4) The reactants are [H-].[Na+:2].C[O:4][C:5]([C:7]1[S:8][C:9]([C:29]#[C:30][C:31]([CH3:34])([CH3:33])[CH3:32])=[CH:10][C:11]=1[N:12]([CH:22]1[CH2:27][CH2:26][CH:25]([OH:28])[CH2:24][CH2:23]1)[C:13]([CH:15]1[CH2:20][CH2:19][CH:18]([CH3:21])[CH2:17][CH2:16]1)=[O:14])=[O:6].F[C:36]1[CH:41]=[C:40]([CH2:42][N:43]([CH3:45])[CH3:44])[CH:39]=[CH:38][N:37]=1.[OH-].[Na+]. The catalyst is CN(C=O)C. The product is [CH3:44][N:43]([CH2:42][C:40]1[CH:39]=[CH:38][N:37]=[C:36]([O:28][CH:25]2[CH2:26][CH2:27][CH:22]([N:12]([C:11]3[CH:10]=[C:9]([C:29]#[C:30][C:31]([CH3:32])([CH3:33])[CH3:34])[S:8][C:7]=3[C:5]([O-:4])=[O:6])[C:13]([CH:15]3[CH2:20][CH2:19][CH:18]([CH3:21])[CH2:17][CH2:16]3)=[O:14])[CH2:23][CH2:24]2)[CH:41]=1)[CH3:45].[Na+:2]. The yield is 0.310. (5) The reactants are Cl[C:2]1[CH:9]=[CH:8][C:5]([C:6]#[N:7])=[CH:4][C:3]=1[N+:10]([O-:12])=[O:11].[CH:13]1([NH2:19])[CH2:18][CH2:17][CH2:16][CH2:15][CH2:14]1.C(N(CC)CC)C. The catalyst is C(#N)C. The product is [CH:13]1([NH:19][C:2]2[CH:9]=[CH:8][C:5]([C:6]#[N:7])=[CH:4][C:3]=2[N+:10]([O-:12])=[O:11])[CH2:18][CH2:17][CH2:16][CH2:15][CH2:14]1. The yield is 0.900.